Dataset: Catalyst prediction with 721,799 reactions and 888 catalyst types from USPTO. Task: Predict which catalyst facilitates the given reaction. (1) Reactant: [NH2:1][C:2]1[CH:7]=[C:6]([Br:8])[CH:5]=[C:4]([F:9])[C:3]=1[OH:10].[F:11][C:12]1[CH:20]=[C:19]([S:21]([CH3:24])(=[O:23])=[O:22])[CH:18]=[CH:17][C:13]=1[C:14](O)=O.[OH-].[Na+]. Product: [Br:8][C:6]1[CH:5]=[C:4]([F:9])[C:3]2[O:10][C:14]([C:13]3[CH:17]=[CH:18][C:19]([S:21]([CH3:24])(=[O:22])=[O:23])=[CH:20][C:12]=3[F:11])=[N:1][C:2]=2[CH:7]=1. The catalyst class is: 161. (2) Product: [CH:20]1[C:19]([N:22]2[C:23](=[O:28])[CH2:24][O:25][CH2:26][CH2:27]2)=[CH:18][CH:17]=[C:16]([N:12]2[C:13](=[O:15])[O:14][C@@H:10]([CH2:9][NH:8][C:37]([C:35]3[S:36][C:32]([Cl:31])=[CH:33][CH:34]=3)=[O:38])[CH2:11]2)[CH:21]=1. Reactant: C(=[N:8][CH2:9][C@@H:10]1[O:14][C:13](=[O:15])[N:12]([C:16]2[CH:21]=[CH:20][C:19]([N:22]3[CH2:27][CH2:26][O:25][CH2:24][C:23]3=[O:28])=[CH:18][CH:17]=2)[CH2:11]1)C1C=CC=CC=1.O.Cl.[Cl:31][C:32]1[S:36][C:35]([C:37](Cl)=[O:38])=[CH:34][CH:33]=1. The catalyst class is: 317. (3) Reactant: [C:1]([O:5][C:6]([N:8]1[CH2:13][CH:12]=[C:11]([C:14]2[CH:15]=[C:16]([C:26]([O:28][CH2:29][CH3:30])=[O:27])[C:17]3[CH:22]=[N:21][N:20]([CH:23]([CH3:25])[CH3:24])[C:18]=3[N:19]=2)[CH2:10][CH2:9]1)=[O:7])([CH3:4])([CH3:3])[CH3:2]. Product: [C:1]([O:5][C:6]([N:8]1[CH2:13][CH2:12][CH:11]([C:14]2[CH:15]=[C:16]([C:26]([O:28][CH2:29][CH3:30])=[O:27])[C:17]3[CH:22]=[N:21][N:20]([CH:23]([CH3:25])[CH3:24])[C:18]=3[N:19]=2)[CH2:10][CH2:9]1)=[O:7])([CH3:2])([CH3:3])[CH3:4]. The catalyst class is: 50.